This data is from Full USPTO retrosynthesis dataset with 1.9M reactions from patents (1976-2016). The task is: Predict the reactants needed to synthesize the given product. (1) Given the product [Cl:1][C:2]1[CH:3]=[C:4]2[C:9](=[CH:10][C:11]=1[C:12]([N:14]1[CH2:18][CH2:17][CH2:16][CH2:15]1)=[O:13])[N:8]=[CH:7][N:6]=[C:5]2[NH:19][CH:20]([C:26]1[NH:30][C:29]2[CH:38]=[CH:39][C:40]([Cl:42])=[CH:41][C:28]=2[N:27]=1)[CH2:21][CH2:22][C:23]([NH:51][CH:49]([C:43]1[CH:48]=[CH:47][CH:46]=[CH:45][CH:44]=1)[CH3:50])=[O:24], predict the reactants needed to synthesize it. The reactants are: [Cl:1][C:2]1[CH:3]=[C:4]2[C:9](=[CH:10][C:11]=1[C:12]([N:14]1[CH2:18][CH2:17][CH2:16][CH2:15]1)=[O:13])[N:8]=[CH:7][N:6]=[C:5]2[NH:19][CH:20]([C:26]1[N:30](C(OC(C)(C)C)=O)[C:29]2[CH:38]=[CH:39][C:40]([Cl:42])=[CH:41][C:28]=2[N:27]=1)[CH2:21][CH2:22][C:23](O)=[O:24].[C:43]1([CH:49]([NH2:51])[CH3:50])[CH:48]=[CH:47][CH:46]=[CH:45][CH:44]=1.CN(C(ON1N=NC2C=CC=CC1=2)=[N+](C)C)C.[B-](F)(F)(F)F.FC(F)(F)C(O)=O. (2) Given the product [Br:1][CH2:2][CH2:3][N:9]1[C:5](=[O:15])[C:6]2[C:7](=[CH:11][CH:12]=[CH:13][CH:14]=2)[C:8]1=[O:10], predict the reactants needed to synthesize it. The reactants are: [Br:1][CH2:2][CH2:3]Br.[C:5]1(=[O:15])[NH:9][C:8](=[O:10])[C:7]2=[CH:11][CH:12]=[CH:13][CH:14]=[C:6]12.[K]. (3) Given the product [C:23]1([C:2]2[CH:7]=[CH:6][C:5]([NH:8][C:9]([C:11]3[C:20](=[O:21])[C:19]4[C:14](=[CH:15][CH:16]=[CH:17][CH:18]=4)[NH:13][CH:12]=3)=[O:10])=[C:4]([CH3:22])[CH:3]=2)[CH2:28][CH2:27][CH2:26][CH2:25][CH:24]=1, predict the reactants needed to synthesize it. The reactants are: Br[C:2]1[CH:7]=[CH:6][C:5]([NH:8][C:9]([C:11]2[C:20](=[O:21])[C:19]3[C:14](=[CH:15][CH:16]=[CH:17][CH:18]=3)[NH:13][CH:12]=2)=[O:10])=[C:4]([CH3:22])[CH:3]=1.[C:23]1(B(O)O)[CH2:28][CH2:27][CH2:26][CH2:25][CH:24]=1.C([O-])([O-])=O.[Na+].[Na+].C(#N)C. (4) Given the product [N+:18]([C:21]1[CH:39]=[CH:38][C:24]([CH2:25][O:26][C:27]([C:29]2[N:30]3[C@H:33]([S:34][CH:35]=2)[C:32]([CH:13]([O:14][C:40](=[O:42])[CH3:41])[C:2]2[N:1]=[C:5]4[N:6]=[C:7]5[N:12]([CH2:11][CH2:10][CH2:9][CH2:8]5)[N:4]4[CH:3]=2)([Br:36])[C:31]3=[O:37])=[O:28])=[CH:23][CH:22]=1)([O-:20])=[O:19], predict the reactants needed to synthesize it. The reactants are: [N:1]1[C:2]([CH:13]=[O:14])=[CH:3][N:4]2[N:12]3[C:7]([CH2:8][CH2:9][CH2:10][CH2:11]3)=[N:6][C:5]=12.[Mg+2].[Br-].[Br-].[N+:18]([C:21]1[CH:39]=[CH:38][C:24]([CH2:25][O:26][C:27]([C:29]2[N:30]3[C@H:33]([S:34][CH:35]=2)[C@@H:32]([Br:36])[C:31]3=[O:37])=[O:28])=[CH:23][CH:22]=1)([O-:20])=[O:19].[C:40](OC(=O)C)(=[O:42])[CH3:41]. (5) Given the product [CH:17]([C:12]1([CH3:16])[S:11][C:10]([NH:9][C@H:5]2[CH2:4][C@H:3]3[CH2:8][C@@H:6]2[CH2:7][C:2]3=[O:1])=[N:14][C:13]1=[O:15])([CH3:19])[CH3:18], predict the reactants needed to synthesize it. The reactants are: [OH:1][C@H:2]1[CH2:7][C@H:6]2[CH2:8][C@@H:3]1[CH2:4][C@@H:5]2[NH:9][C:10]1[S:11][C:12]([CH:17]([CH3:19])[CH3:18])([CH3:16])[C:13](=[O:15])[N:14]=1.[Cr](Cl)([O-])(=O)=O.[NH+]1C=CC=CC=1. (6) Given the product [F:1][C:2]1[CH:10]=[CH:9][C:5]([C:6]([O:8][CH3:18])=[O:7])=[CH:4][C:3]=1[N+:11]([O-:13])=[O:12], predict the reactants needed to synthesize it. The reactants are: [F:1][C:2]1[CH:10]=[CH:9][C:5]([C:6]([OH:8])=[O:7])=[CH:4][C:3]=1[N+:11]([O-:13])=[O:12].S(Cl)(Cl)=O.[CH3:18]O.